Regression/Classification. Given a drug SMILES string, predict its absorption, distribution, metabolism, or excretion properties. Task type varies by dataset: regression for continuous measurements (e.g., permeability, clearance, half-life) or binary classification for categorical outcomes (e.g., BBB penetration, CYP inhibition). Dataset: cyp1a2_veith. From a dataset of CYP1A2 inhibition data for predicting drug metabolism from PubChem BioAssay. (1) The molecule is CCOC(=O)c1c(-c2ccccc2)cn2ccccc12. The result is 1 (inhibitor). (2) The result is 0 (non-inhibitor). The drug is COc1cccc(C2C3=C(CC(C)(C)CC3=O)OC(N)=C2[N+](=O)[O-])c1. (3) The molecule is CC(=O)O.CCN(CC)CC[n+]1ccc2c(C)c3[nH]c4ccc(O)cc4c3c(C)c2c1. The result is 1 (inhibitor). (4) The molecule is CCOC(=O)C1CCN(C(=O)C2CCN(S(=O)(=O)N3CCCC3)CC2)CC1. The result is 0 (non-inhibitor). (5) The molecule is COc1ncc2nc(-c3cn(C)c4ccccc34)c(=O)n(C)c2n1. The result is 1 (inhibitor). (6) The compound is Cc1ccc(S(=O)(=O)n2c3ccccc3c3nnc(C(=O)c4ccccc4)nc32)cc1. The result is 0 (non-inhibitor). (7) The molecule is CC(C)[C@H](N)c1nnc(SC/C=C/c2ccccc2)o1.Cl. The result is 1 (inhibitor). (8) The drug is COc1ccc(NC(=O)CC#N)cc1OC. The result is 1 (inhibitor).